The task is: Predict the reactants needed to synthesize the given product.. This data is from Full USPTO retrosynthesis dataset with 1.9M reactions from patents (1976-2016). (1) Given the product [CH3:11][C:12]1([CH3:19])[O:16][CH:15]([CH:17]([OH:18])[CH2:6][CH:2]2[O:3][CH2:4][CH2:5][O:1]2)[CH2:14][O:13]1, predict the reactants needed to synthesize it. The reactants are: [O:1]1[CH2:5][CH2:4][O:3][CH:2]1[CH2:6][Mg]Br.[Br-].[Li+].[CH3:11][C:12]1([CH3:19])[O:16][C@H:15]([CH:17]=[O:18])[CH2:14][O:13]1.[Cl-].[NH4+]. (2) The reactants are: [Cl:1][C:2]1[CH:7]=[CH:6][C:5]([C@H:8]2[CH2:14][C@H:13]3[N:15]([CH3:16])[C@H:10]([CH2:11][CH2:12]3)[CH:9]2[C:17]2[O:18][C:19]([C:22]3[CH:27]=[CH:26][CH:25]=[CH:24][CH:23]=3)=[N:20][N:21]=2)=[CH:4][CH:3]=1. Given the product [ClH:1].[Cl:1][C:2]1[CH:7]=[CH:6][C:5]([C@H:8]2[CH2:14][C@H:13]3[N:15]([CH3:16])[C@H:10]([CH2:11][CH2:12]3)[C@H:9]2[C:17]2[O:18][C:19]([C:22]3[CH:27]=[CH:26][CH:25]=[CH:24][CH:23]=3)=[N:20][N:21]=2)=[CH:4][CH:3]=1, predict the reactants needed to synthesize it. (3) The reactants are: [F:1][C:2]1[CH:28]=[C:27]([NH:29][C:30]([C:32]2([C:35](=[O:44])[NH:36][C:37]3[CH:42]=[CH:41][C:40]([F:43])=[CH:39][CH:38]=3)[CH2:34][CH2:33]2)=[O:31])[C:26]([F:45])=[CH:25][C:3]=1[O:4][C:5]1[CH:10]=[CH:9][N:8]=[C:7]([NH:11][C:12]([CH:14]2[CH2:17][N:16](C(OC(C)(C)C)=O)[CH2:15]2)=[O:13])[CH:6]=1.C(O)(C(F)(F)F)=O.C([O-])(O)=O.[Na+]. Given the product [NH:16]1[CH2:17][CH:14]([C:12]([NH:11][C:7]2[CH:6]=[C:5]([O:4][C:3]3[C:2]([F:1])=[CH:28][C:27]([NH:29][C:30]([C:32]4([C:35]([NH:36][C:37]5[CH:38]=[CH:39][C:40]([F:43])=[CH:41][CH:42]=5)=[O:44])[CH2:34][CH2:33]4)=[O:31])=[C:26]([F:45])[CH:25]=3)[CH:10]=[CH:9][N:8]=2)=[O:13])[CH2:15]1, predict the reactants needed to synthesize it. (4) Given the product [F:37][C:38]([F:43])([F:42])[C:39]([OH:41])=[O:40].[Cl:27][C:22]1[CH:21]=[C:20]2[NH:19][C:18](=[O:28])[C:10]3([CH:9]([C:29]4[CH:34]=[CH:33][CH:32]=[C:31]([Cl:35])[C:30]=4[F:36])[CH:8]([C:6]([OH:7])=[O:5])[NH:12][CH:11]3[CH2:13][C:14]([CH3:15])([CH3:16])[CH3:17])[C:25]2=[C:24]([F:26])[CH:23]=1, predict the reactants needed to synthesize it. The reactants are: C([O:5][C:6]([CH:8]1[NH:12][CH:11]([CH2:13][C:14]([CH3:17])([CH3:16])[CH3:15])[C:10]2([C:25]3[C:20](=[CH:21][C:22]([Cl:27])=[CH:23][C:24]=3[F:26])[NH:19][C:18]2=[O:28])[CH:9]1[C:29]1[CH:34]=[CH:33][CH:32]=[C:31]([Cl:35])[C:30]=1[F:36])=[O:7])(C)(C)C.[F:37][C:38]([F:43])([F:42])[C:39]([OH:41])=[O:40]. (5) Given the product [C:20]([O:19][C:17](=[O:24])[NH:18][C:2]1[CH:3]=[CH:4][C:5]2[N:6]([N:8]=[C:9]([C:11]3[CH:12]=[N:13][CH:14]=[CH:15][CH:16]=3)[N:10]=2)[CH:7]=1)([CH3:23])([CH3:22])[CH3:21], predict the reactants needed to synthesize it. The reactants are: Br[C:2]1[CH:3]=[CH:4][C:5]2[N:6]([N:8]=[C:9]([C:11]3[CH:12]=[N:13][CH:14]=[CH:15][CH:16]=3)[N:10]=2)[CH:7]=1.[C:17](=[O:24])([O:19][C:20]([CH3:23])([CH3:22])[CH3:21])[NH2:18].C(=O)([O-])[O-].[Cs+].[Cs+].C1(P(C2C=CC=CC=2)C2C3OC4C(=CC=CC=4P(C4C=CC=CC=4)C4C=CC=CC=4)C(C)(C)C=3C=CC=2)C=CC=CC=1.